Dataset: CYP3A4 inhibition data for predicting drug metabolism from PubChem BioAssay. Task: Regression/Classification. Given a drug SMILES string, predict its absorption, distribution, metabolism, or excretion properties. Task type varies by dataset: regression for continuous measurements (e.g., permeability, clearance, half-life) or binary classification for categorical outcomes (e.g., BBB penetration, CYP inhibition). Dataset: cyp3a4_veith. (1) The drug is c1ccc(-c2nc(CSc3n[nH]c(-c4cccs4)n3)cs2)cc1. The result is 1 (inhibitor). (2) The drug is CN1CCN(c2ncncc2-c2ccc(C(=O)N(C)C)cc2)CC1. The result is 1 (inhibitor). (3) The molecule is O=C(NCc1cccc2ccccc12)[C@H]1C[C@@H]1[C@H](NP(=O)(c1ccccc1)c1ccccc1)c1ccccc1. The result is 1 (inhibitor). (4) The molecule is O=C(O)c1ccc(C(=O)O)c(C(=O)O)c1.[NH-][C@H]1CCCC[C@H]1[NH-].[Pt]. The result is 0 (non-inhibitor). (5) The drug is CC(C)C12CN3CC(C(C)C)(CN(C1)C3c1ccco1)C2=O. The result is 0 (non-inhibitor).